Dataset: Experimentally validated miRNA-target interactions with 360,000+ pairs, plus equal number of negative samples. Task: Binary Classification. Given a miRNA mature sequence and a target amino acid sequence, predict their likelihood of interaction. (1) The miRNA is hsa-miR-4308 with sequence UCCCUGGAGUUUCUUCUU. The protein sequence of the target gene is MLSLKKYLTEGLLQFTILLSLIGVRVDVDTYLTSQLPPLREIILGPSSAYTQTQFHNLRNTLDGYGIHPKSIDLDNYFTARRLLSQVRALDRFQVPTTEVNAWLVHRDPEGSVSGSQPNSGLALESSSGLQDVTGPDNGVRESETEQGFGEDLEDLGAVAPPVSGDLTKEDIDLIDILWRQDIDLGAGREVFDYSHRQKEQDVEKELRDGGEQDTWAGEGAEALARNLLVDGETGESFPAQVPSGEDQTALSLEECLRLLEATCPFGENAEFPADISSITEAVPSESEPPALQNNLLSPL.... Result: 1 (interaction). (2) The miRNA is hsa-miR-513c-3p with sequence UAAAUUUCACCUUUCUGAGAAGA. The protein sequence of the target gene is MGLLLLILASAVLGSFLTLLAQFLLLYRRQPEPRADEAARAGDGFRYLKPVPGLPLREYLYGGGAEELAACSSEAGASSTPTPDSPAPPTLETCYFLNATILFLFRELRDTALARRWVTKKIKVEFEELLQTKTAGRLLEGLSLRDVFLGDTVPFIKTIRLVRPVVASGTGEPDDPDGDALPATCPEELAFEAEVEYNGGFHLAIDVDLVFGKSAYLFVKLSRVVGRLRFVLTRVPFTHWFFSFVEDPLIDFEVRSQFEGRPMPQLTSIIVNQLKKIIKRKHTLPSYKIRFKPFFPYQAL.... Result: 0 (no interaction). (3) The miRNA is hsa-miR-7151-5p with sequence GAUCCAUCUCUGCCUGUAUUGGC. The protein sequence of the target gene is MDPNCSCAAGGSYACAGSCKCKKCKCTSCKKSCCSCCPLGCAKCAQGCIRKGASEKCSCCA. Result: 0 (no interaction). (4) The miRNA is hsa-miR-877-3p with sequence UCCUCUUCUCCCUCCUCCCAG. The protein sequence of the target gene is MSTSTSPAAMLLRRLRRLSWGSTAVQLFILTVVTFGLLAPLACHRLLHSYFYLRHWHLNQMSQEFLQQSLKEGEAALHYFEELPSANGSVPIVWQATPRPWLVITIITVDRQPGFHYVLQVVSQFHRLLQQCGPQCEGHQLFLCNVERSVSHFDAKLLSKYVPVANRYEGTEDDYGDDPSTNSFEKEKQDYVYCLESSLQTYNPDYVLMVEDDAVPEEQIFPVLEHLLRARFSEPHLRDALYLKLYHPERLQHYINPEPMRILEWVGVGMLLGPLLTWIYMRFASRPGFSWPVMLFFSLY.... Result: 0 (no interaction). (5) The miRNA is hsa-miR-3194-3p with sequence AGCUCUGCUGCUCACUGGCAGU. The protein sequence of the target gene is MREIVHIQAGQCGNQIGAKFWEVISDEHGIDPSGNYVGDSDLQLERISVYYNEASSHKYVPRAILVDLEPGTMDSVRSGAFGHLFRPDNFIFGQSGAGNNWAKGHYTEGAELVDSVLDVVRKECENCDCLQGFQLTHSLGGGTGSGMGTLLISKVREEYPDRIMNTFSVVPSPKVSDTVVEPYNATLSIHQLVENTDETYCIDNEALYDICFRTLKLATPTYGDLNHLVSATMSGVTTSLRFPGQLNADLRKLAVNMVPFPRLHFFMPGFAPLTARGSQQYRALTVPELTQQMFDAKNMM.... Result: 0 (no interaction). (6) The miRNA is hsa-miR-762 with sequence GGGGCUGGGGCCGGGGCCGAGC. The protein sequence of the target gene is MSLTSWFLVSSGGTRHRLPREMIFVGRDDCELMLQSRSVDKQHAVINYDASTDEHLVKDLGSLNGTFVNDVRIPEQTYITLKLEDKLRFGYDTNLFTVVQGEMRVPEEALKHEKFTIQLQLSQKSSESELSKSASAKSIDSKVADAATEVQHKTTEALKSEEKAMDISAMPRGTPLYGQPSWWGDDEVDEKRAFKTNGKPEEKNHEAGTSGCGIDAKQVEEQSAAANEEVLFPFCREPSYFEIPTKEFQQPSQITESTIHEIPTKDTPSSHITGAGHASFTIEFDDSTPGKVTIRDHVTK.... Result: 0 (no interaction). (7) The miRNA is cel-miR-58b-3p with sequence AGAGAUCAACCAUUGAGAUCCAA. The protein sequence of the target gene is MRPLLRGPAGNDDEESSDSTPLLPGARQTEAAPVCCSARYNLAILAFCGFFVLYALRVNLSVALVDMVDSNTTLTDNRTSKECAEHSAPIKVHHNHTGKKYKWDAETQGWILGSFFYGYIVTQIPGGYIASRVGGKLLLGLGILGTSVFTLFTPLAADLGVVTLVVLRALEGLGEGVTFPAMHAMWSSWAPPLERSKLLTISYAGAQLGTVISLPLSGIICYYMNWTYVFYLFGIVGIVWFILWMWIVSDTPETHKTISHYEKEYIVSSLKNQLSSQKVVPWGSILKSLPLWAIVVAHFS.... Result: 0 (no interaction). (8) The miRNA is hsa-miR-579-3p with sequence UUCAUUUGGUAUAAACCGCGAUU. The protein sequence of the target gene is MDSDSGEQSEGEPGTAAGPHVFSSKNLALQAQKKILSKIASKTVANMLIDDTSSEIFDELYKVTEIHTHNKKEAHKIMKDAIKVAIKIGILYRNKQFSQEEVIIVEKLRKKLNQTAMTMVSFYEVEYTFDTNVLSKLLHECKDLVHELVQRHLTPRTHGRINHVFNHFADVEFLSTLYGPHGNCRPNLKRICEGINKLLDDKIL. Result: 0 (no interaction). (9) The miRNA is hsa-miR-4733-5p with sequence AAUCCCAAUGCUAGACCCGGUG. The protein sequence of the target gene is MPVSKCPKKSESLWKGWDRKAQRNGLRSQVYAVNGDYYVGEWKDNVKHGKGTQVWKKKGAIYEGDWKFGKRDGYGTLSLPDQQTGKCRRVYSGWWKGDKKSGYGIQFFGPKEYYEGDWCGSQRSGWGRMYYSNGDIYEGQWENDKPNGEGMLRLKNGNRYEGCWERGMKNGAGRFFHLDHGQLFEGFWVDNMAKCGTMIDFGRDEAPEPTQFPIPEVKILDPDGVLAEALAMFRKTEEGD. Result: 1 (interaction). (10) The miRNA is hsa-miR-3115 with sequence AUAUGGGUUUACUAGUUGGU. The protein sequence of the target gene is MPHSSDSSDSSFSRSPPPGKQDSSDDVRRVQRREKNRIAAQKSRQRQTQKADTLHLESEDLEKQNAALRKEIKQLTEELKYFTSVLNSHEPLCSVLAASTPSPPEVVYSAHAFHQPHVSSPRFQP. Result: 0 (no interaction).